Dataset: Catalyst prediction with 721,799 reactions and 888 catalyst types from USPTO. Task: Predict which catalyst facilitates the given reaction. (1) Reactant: N[C:2]1[CH:10]=[C:9]([C:11]([O:13][CH3:14])=[O:12])[CH:8]=[C:7]2[C:3]=1[CH:4]=[CH:5][NH:6]2.Cl.N([O-])=O.[Na+].[I-:20].[Na+]. Product: [I:20][C:2]1[CH:10]=[C:9]([C:11]([O:13][CH3:14])=[O:12])[CH:8]=[C:7]2[C:3]=1[CH:4]=[CH:5][NH:6]2. The catalyst class is: 6. (2) Reactant: [CH2:1]([N:3]1[CH:7]=[CH:6][CH:5]=[N:4]1)[CH3:2].Cl[C:9](=[O:15])[C:10]([O:12][CH2:13][CH3:14])=[O:11]. Product: [CH2:1]([N:3]1[CH:7]=[C:6]([C:9](=[O:15])[C:10]([O:12][CH2:13][CH3:14])=[O:11])[CH:5]=[N:4]1)[CH3:2]. The catalyst class is: 25. (3) Reactant: [C:1]([C:5]1[CH:9]=[C:8]([NH:10][C:11]([NH:13][C:14]2[CH:19]=[CH:18][CH:17]=[C:16]([O:20][C:21]3[C:30]4[C:25](=[CH:26][C:27]([O:33][CH2:34][CH:35]5[CH2:40][CH2:39][NH:38][CH2:37][CH2:36]5)=[C:28]([O:31][CH3:32])[CH:29]=4)[N:24]=[CH:23][N:22]=3)[CH:15]=2)=[O:12])[O:7][N:6]=1)([CH3:4])([CH3:3])[CH3:2].C=O.[C:43](O)(=O)C.C(O[BH-](OC(=O)C)OC(=O)C)(=O)C.[Na+].[OH-].[Na+]. Product: [C:1]([C:5]1[CH:9]=[C:8]([NH:10][C:11]([NH:13][C:14]2[CH:19]=[CH:18][CH:17]=[C:16]([O:20][C:21]3[C:30]4[C:25](=[CH:26][C:27]([O:33][CH2:34][CH:35]5[CH2:40][CH2:39][N:38]([CH3:43])[CH2:37][CH2:36]5)=[C:28]([O:31][CH3:32])[CH:29]=4)[N:24]=[CH:23][N:22]=3)[CH:15]=2)=[O:12])[O:7][N:6]=1)([CH3:4])([CH3:2])[CH3:3]. The catalyst class is: 13. (4) Reactant: [C:1]12[C:9](=[O:10])[C:8](=[O:11])[C:7]=1[NH:6][CH2:5][CH2:4][CH2:3][NH:2]2.[H-].[Na+].[CH:14]([P:16](=[O:23])([O:20][CH2:21][CH3:22])[O:17][CH2:18][CH3:19])=[CH2:15]. Product: [CH2:18]([O:17][P:16]([CH2:14][CH2:15][N:6]1[CH2:5][CH2:4][CH2:3][NH:2][C:1]2[C:9](=[O:10])[C:8](=[O:11])[C:7]1=2)(=[O:23])[O:20][CH2:21][CH3:22])[CH3:19]. The catalyst class is: 9.